From a dataset of Catalyst prediction with 721,799 reactions and 888 catalyst types from USPTO. Predict which catalyst facilitates the given reaction. (1) Reactant: [C:1]([N:4]1[CH2:9][CH2:8][N:7]([C:10]2[CH:15]=[CH:14][C:13]([NH2:16])=[CH:12][CH:11]=2)[CH2:6][CH2:5]1)(=[O:3])[CH3:2].[C:17](N1C=CN=C1)(N1C=CN=C1)=[S:18]. Product: [C:1]([N:4]1[CH2:5][CH2:6][N:7]([C:10]2[CH:15]=[CH:14][C:13]([N:16]=[C:17]=[S:18])=[CH:12][CH:11]=2)[CH2:8][CH2:9]1)(=[O:3])[CH3:2]. The catalyst class is: 9. (2) Reactant: [OH:1][C:2]1[CH:6]=[C:5]([CH2:7][CH2:8][C:9]([O:11][CH2:12][CH3:13])=[O:10])[N:4]([CH:14]([CH3:16])[CH3:15])[N:3]=1.C(=O)([O-])[O-].[K+].[K+].Cl.Cl[CH2:25][C:26]1[CH:35]=[CH:34][C:33]2[C:28](=[CH:29][CH:30]=[CH:31][CH:32]=2)[N:27]=1.CN(C)C=O. Product: [CH:14]([N:4]1[C:5]([CH2:7][CH2:8][C:9]([O:11][CH2:12][CH3:13])=[O:10])=[CH:6][C:2]([O:1][CH2:25][C:26]2[CH:35]=[CH:34][C:33]3[C:28](=[CH:29][CH:30]=[CH:31][CH:32]=3)[N:27]=2)=[N:3]1)([CH3:15])[CH3:16]. The catalyst class is: 6. (3) Reactant: C(O)=O.C(OC(=O)[NH:10][CH:11]1[CH2:15][CH2:14][N:13]([CH2:16][C:17]2[O:18][C:19]3[CH:25]=[C:24]([O:26][C:27]4[S:28][C:29]5[C:30]([N:35]=4)=[N:31][CH:32]=[CH:33][CH:34]=5)[CH:23]=[CH:22][C:20]=3[CH:21]=2)[CH2:12]1)(C)(C)C.[ClH:37].O1CCOCC1. Product: [ClH:37].[S:28]1[C:29]2[C:30](=[N:31][CH:32]=[CH:33][CH:34]=2)[N:35]=[C:27]1[O:26][C:24]1[CH:23]=[CH:22][C:20]2[CH:21]=[C:17]([CH2:16][N:13]3[CH2:14][CH2:15][CH:11]([NH2:10])[CH2:12]3)[O:18][C:19]=2[CH:25]=1. The catalyst class is: 2. (4) Product: [Br:1][C:2]1[CH:7]=[C:6]([S:8]([CH:11]([CH3:13])[CH3:12])(=[O:10])=[O:9])[CH:5]=[CH:4][C:3]=1[NH:19][CH2:18][CH:15]1[CH2:17][CH2:16]1. Reactant: [Br:1][C:2]1[CH:7]=[C:6]([S:8]([CH:11]([CH3:13])[CH3:12])(=[O:10])=[O:9])[CH:5]=[CH:4][C:3]=1F.[CH:15]1([CH2:18][NH2:19])[CH2:17][CH2:16]1. The catalyst class is: 12. (5) Reactant: Cl[C:2]1[CH:12]=[C:6]2[N:7]([CH3:11])[CH2:8][CH2:9][CH2:10][N:5]2[C:4](=[O:13])[N:3]=1.[OH:14][CH2:15][C:16]1[CH:17]=[CH:18][C:19]([O:24][C:25]2[CH:30]=[CH:29][CH:28]=[C:27]([C:31]([F:34])([F:33])[F:32])[CH:26]=2)=[C:20]([CH:23]=1)[C:21]#[N:22].[H-].[Na+].Cl. Product: [CH3:11][N:7]1[CH2:8][CH2:9][CH2:10][N:5]2[C:4](=[O:13])[N:3]=[C:2]([O:14][CH2:15][C:16]3[CH:17]=[CH:18][C:19]([O:24][C:25]4[CH:30]=[CH:29][CH:28]=[C:27]([C:31]([F:32])([F:33])[F:34])[CH:26]=4)=[C:20]([CH:23]=3)[C:21]#[N:22])[CH:12]=[C:6]12. The catalyst class is: 9. (6) Reactant: [Cl:1][C:2]1[CH:7]=[CH:6][C:5]([CH:8]([C:15]2[CH:20]=[CH:19][CH:18]=[CH:17][CH:16]=2)N2CCNCC2)=[CH:4][CH:3]=1.C1(C(C2C=CC=CC=2)CC(O)=[O:30])C=CC=CC=1.C(Cl)CCl. Product: [Cl:1][C:2]1[CH:7]=[CH:6][C:5]([CH:8]([C:15]2[CH:20]=[CH:19][CH:18]=[CH:17][CH:16]=2)[OH:30])=[CH:4][CH:3]=1. The catalyst class is: 64.